This data is from Peptide-MHC class I binding affinity with 185,985 pairs from IEDB/IMGT. The task is: Regression. Given a peptide amino acid sequence and an MHC pseudo amino acid sequence, predict their binding affinity value. This is MHC class I binding data. The peptide sequence is PLYRLSPKK. The MHC is HLA-A02:03 with pseudo-sequence HLA-A02:03. The binding affinity (normalized) is 0.258.